This data is from Full USPTO retrosynthesis dataset with 1.9M reactions from patents (1976-2016). The task is: Predict the reactants needed to synthesize the given product. (1) Given the product [Cl:19][C:20]1[C:21]([O:10][CH2:9][C:3]2([C:2]([F:11])([F:12])[F:1])[CH2:8][CH2:7][CH2:6][CH2:5][CH2:4]2)=[CH:22][C:23]([F:29])=[C:24]([CH:28]=1)[C:25]([OH:27])=[O:26], predict the reactants needed to synthesize it. The reactants are: [F:1][C:2]([F:12])([F:11])[C:3]1([CH2:9][OH:10])[CH2:8][CH2:7][CH2:6][CH2:5][CH2:4]1.CC(C)([O-])C.[K+].[Cl:19][C:20]1[C:21](F)=[CH:22][C:23]([F:29])=[C:24]([CH:28]=1)[C:25]([OH:27])=[O:26].Cl. (2) Given the product [I:1][C:2]1[CH:3]=[C:4]2[C:8](=[CH:9][CH:10]=1)[NH:7][C:6](=[O:11])[C:5]2=[N:14][NH:13][C:15]([C:17]1[CH:18]=[CH:19][C:20]([NH:23][C:24](=[O:33])[CH2:25][CH2:26][C:27]2[CH:28]=[CH:29][CH:30]=[CH:31][CH:32]=2)=[CH:21][CH:22]=1)=[O:16], predict the reactants needed to synthesize it. The reactants are: [I:1][C:2]1[CH:3]=[C:4]2[C:8](=[CH:9][CH:10]=1)[NH:7][C:6](=[O:11])[C:5]2=O.[NH:13]([C:15]([C:17]1[CH:22]=[CH:21][C:20]([NH:23][C:24](=[O:33])[CH2:25][CH2:26][C:27]2[CH:32]=[CH:31][CH:30]=[CH:29][CH:28]=2)=[CH:19][CH:18]=1)=[O:16])[NH2:14]. (3) Given the product [CH:1]1([CH2:4][NH:5][CH2:13][CH2:14][C:15]2[CH:16]=[CH:17][C:18]([C:21]3[N:25]=[CH:24][N:23]([C:26]4[CH:27]=[CH:28][C:29]([O:32][C:33]([F:34])([F:35])[F:36])=[CH:30][CH:31]=4)[N:22]=3)=[CH:19][CH:20]=2)[CH2:3][CH2:2]1, predict the reactants needed to synthesize it. The reactants are: [CH:1]1([CH2:4][N:5]([CH2:13][CH2:14][C:15]2[CH:20]=[CH:19][C:18]([C:21]3[N:25]=[CH:24][N:23]([C:26]4[CH:31]=[CH:30][C:29]([O:32][C:33]([F:36])([F:35])[F:34])=[CH:28][CH:27]=4)[N:22]=3)=[CH:17][CH:16]=2)C(=O)OC(C)(C)C)[CH2:3][CH2:2]1.C(=O)(O)[O-].[Na+]. (4) Given the product [Cl:5][CH2:6][C:7]([C:17]1[CH:16]=[C:15]([CH3:18])[CH:14]=[CH:13][C:12]=1[CH3:11])=[O:8], predict the reactants needed to synthesize it. The reactants are: [Cl-].[Al+3].[Cl-].[Cl-].[Cl:5][CH2:6][C:7](Cl)=[O:8].Cl.[CH3:11][C:12]1[CH:13]=[CH:14][C:15]([CH3:18])=[CH:16][CH:17]=1. (5) Given the product [C:12]([O:16][C:17]([N:19]1[CH2:22][CH:21]([NH:23][C:31](=[O:32])[CH2:30][NH:29][C:27](=[O:28])[C:26]2[CH:34]=[C:35]([C:38]([F:41])([F:40])[F:39])[CH:36]=[CH:37][C:25]=2[Cl:24])[CH2:20]1)=[O:18])([CH3:15])([CH3:13])[CH3:14], predict the reactants needed to synthesize it. The reactants are: CCN=C=NCCCN(C)C.[C:12]([O:16][C:17]([N:19]1[CH2:22][CH:21]([NH2:23])[CH2:20]1)=[O:18])([CH3:15])([CH3:14])[CH3:13].[Cl:24][C:25]1[CH:37]=[CH:36][C:35]([C:38]([F:41])([F:40])[F:39])=[CH:34][C:26]=1[C:27]([NH:29][CH2:30][C:31](O)=[O:32])=[O:28]. (6) Given the product [Cl:1][C:2]1[C:3]([CH2:9][OH:10])=[N:4][CH:5]=[C:6]([Cl:8])[CH:7]=1, predict the reactants needed to synthesize it. The reactants are: [Cl:1][C:2]1[C:3]([C:9](OC)=[O:10])=[N:4][CH:5]=[C:6]([Cl:8])[CH:7]=1.[BH4-].[Na+].